Task: Predict the reaction yield, written as a fraction of the theoretical maximum amount of product (1.0 means a 100% yield; for example, 0.34 means a 34% yield).. Dataset: Reaction yield outcomes from USPTO patents with 853,638 reactions (1) The reactants are [CH2:1]([O:9][C:10]([C@:12]1([NH2:17])[CH2:16][CH2:15][O:14][CH2:13]1)=[O:11])[CH2:2][C:3]1[CH:8]=[CH:7][CH:6]=[CH:5][CH:4]=1.[Cl:18][C:19]1[S:23][C:22]([C:24](O)=[O:25])=[CH:21][CH:20]=1.C1C=CC2N(O)N=NC=2C=1.CCN=C=NCCCN(C)C.Cl. The catalyst is O.CCOC(C)=O.CN(C=O)C. The product is [CH2:1]([O:9][C:10]([C@:12]1([NH:17][C:24]([C:22]2[S:23][C:19]([Cl:18])=[CH:20][CH:21]=2)=[O:25])[CH2:16][CH2:15][O:14][CH2:13]1)=[O:11])[CH2:2][C:3]1[CH:4]=[CH:5][CH:6]=[CH:7][CH:8]=1. The yield is 0.900. (2) The reactants are [N:1]1[CH:6]=[CH:5][CH:4]=[C:3]([S:7]([OH:10])(=O)=[O:8])[CH:2]=1.P(Cl)(Cl)(Cl)(Cl)[Cl:12].P(Cl)(Cl)(Cl)=O.C([O-])(O)=O.[Na+].[Na+].[Cl-]. The catalyst is COC(C)(C)C. The product is [N:1]1[CH:6]=[CH:5][CH:4]=[C:3]([S:7]([Cl:12])(=[O:10])=[O:8])[CH:2]=1. The yield is 0.940. (3) The reactants are Br[C:2]1[CH:3]=[C:4]([NH:10][C:11]2[N:16]=[C:15]([N:17]([CH3:25])[CH2:18][CH2:19][NH:20][C:21](=[O:24])[CH:22]=[CH2:23])[CH:14]=[CH:13][CH:12]=2)[C:5](=[O:9])[N:6]([CH3:8])[CH:7]=1.[C:26]([O:29][CH2:30][C:31]1[C:36](B2OC(C)(C)C(C)(C)O2)=[CH:35][C:34]([F:46])=[CH:33][C:32]=1[N:47]1[C:59](=[O:60])[C:58]2[S:57][C:56]3[CH2:55][CH2:54][CH2:53][CH2:52][C:51]=3[C:50]=2[CH:49]=[N:48]1)(=[O:28])[CH3:27].[O-]P([O-])([O-])=O.[K+].[K+].[K+]. The catalyst is C(#N)C.O.C1C=CC(P(C2C=CC=CC=2)[C-]2C=CC=C2)=CC=1.C1C=CC(P(C2C=CC=CC=2)[C-]2C=CC=C2)=CC=1.Cl[Pd]Cl.[Fe+2]. The product is [F:46][C:34]1[CH:33]=[C:32]([N:47]2[C:59](=[O:60])[C:58]3[S:57][C:56]4[CH2:55][CH2:54][CH2:53][CH2:52][C:51]=4[C:50]=3[CH:49]=[N:48]2)[C:31]([CH2:30][O:29][C:26](=[O:28])[CH3:27])=[C:36]([C:2]2[CH:3]=[C:4]([NH:10][C:11]3[N:16]=[C:15]([N:17]([CH3:25])[CH2:18][CH2:19][NH:20][C:21](=[O:24])[CH:22]=[CH2:23])[CH:14]=[CH:13][CH:12]=3)[C:5](=[O:9])[N:6]([CH3:8])[CH:7]=2)[CH:35]=1. The yield is 0.600. (4) The reactants are [CH3:1][O:2][C:3](=[O:24])[C@@H:4]([NH:16][C:17]([O:19][C:20]([CH3:23])([CH3:22])[CH3:21])=[O:18])[CH2:5][C:6]1[C:14]2[C:9](=[CH:10][CH:11]=[C:12]([OH:15])[CH:13]=2)[NH:8][CH:7]=1.[Si:25](Cl)([C:28]([CH3:31])([CH3:30])[CH3:29])([CH3:27])[CH3:26].N1C=CN=C1.CCOC(C)=O. The catalyst is CN(C=O)C.CN(C1C=CN=CC=1)C. The product is [CH3:1][O:2][C:3](=[O:24])[C@@H:4]([NH:16][C:17]([O:19][C:20]([CH3:21])([CH3:23])[CH3:22])=[O:18])[CH2:5][C:6]1[C:14]2[C:9](=[CH:10][CH:11]=[C:12]([O:15][Si:25]([C:28]([CH3:31])([CH3:30])[CH3:29])([CH3:27])[CH3:26])[CH:13]=2)[NH:8][CH:7]=1. The yield is 1.00. (5) The reactants are [C:1]([O:13]CC)(=[O:12])[CH2:2][CH2:3][CH2:4][CH2:5][CH2:6][C:7]([O:9][CH2:10][CH3:11])=[O:8].[OH-].[K+]. The catalyst is C(O)C. The product is [CH2:10]([O:9][C:7](=[O:8])[CH2:6][CH2:5][CH2:4][CH2:3][CH2:2][C:1]([OH:13])=[O:12])[CH3:11]. The yield is 0.670. (6) The reactants are [CH2:1]=[C:2]1[CH2:5][N:4]([C:6]([O:8][C:9]([CH3:12])([CH3:11])[CH3:10])=[O:7])[CH2:3]1.ClC1C=C(C=CC=1)C(OO)=[O:18]. The catalyst is C(Cl)(Cl)Cl. The product is [O:18]1[C:2]2([CH2:5][N:4]([C:6]([O:8][C:9]([CH3:12])([CH3:11])[CH3:10])=[O:7])[CH2:3]2)[CH2:1]1. The yield is 0.510.